From a dataset of Catalyst prediction with 721,799 reactions and 888 catalyst types from USPTO. Predict which catalyst facilitates the given reaction. (1) Reactant: [Cl:1][C:2]1[CH:3]=[CH:4][C:5]([CH2:12][O:13][C:14]2[CH:19]=[CH:18][CH:17]=[CH:16][C:15]=2[Cl:20])=[C:6]([CH:11]=1)[C:7]([O:9]C)=[O:8].[OH-].[Na+]. Product: [Cl:1][C:2]1[CH:3]=[CH:4][C:5]([CH2:12][O:13][C:14]2[CH:19]=[CH:18][CH:17]=[CH:16][C:15]=2[Cl:20])=[C:6]([CH:11]=1)[C:7]([OH:9])=[O:8]. The catalyst class is: 111. (2) Reactant: [CH3:1][N:2]([CH3:19])[C:3]([C@H:5]1[C@@H:10]([CH3:11])[CH2:9][CH2:8][N:7](C(OC(C)(C)C)=O)[CH2:6]1)=[O:4].[ClH:20]. Product: [ClH:20].[CH3:1][N:2]([CH3:19])[C:3]([C@H:5]1[C@@H:10]([CH3:11])[CH2:9][CH2:8][NH:7][CH2:6]1)=[O:4]. The catalyst class is: 28. (3) Reactant: Cl[C:2]1[C:3]2[C:4](=[CH:19][N:20](CC3C=CC(OC)=CC=3)[N:21]=2)[N:5]=[C:6]([C:8]2[CH:18]=[CH:17][C:11]3[O:12][CH2:13][C:14](=O)[NH:15][C:10]=3[CH:9]=2)[N:7]=1.[CH3:31][O:32][C:33]1[CH:34]=[C:35]([CH:37]=[CH:38][C:39]=1[O:40][CH3:41])[NH2:36].Cl. Product: [O:12]1[CH2:13][CH2:14][NH:15][C:10]2[CH:9]=[C:8]([C:6]3[N:7]=[C:2]([NH:36][C:35]4[CH:37]=[CH:38][C:39]([O:40][CH3:41])=[C:33]([O:32][CH3:31])[CH:34]=4)[C:3]4[NH:21][N:20]=[CH:19][C:4]=4[N:5]=3)[CH:18]=[CH:17][C:11]1=2. The catalyst class is: 71.